Dataset: CYP1A2 inhibition data for predicting drug metabolism from PubChem BioAssay. Task: Regression/Classification. Given a drug SMILES string, predict its absorption, distribution, metabolism, or excretion properties. Task type varies by dataset: regression for continuous measurements (e.g., permeability, clearance, half-life) or binary classification for categorical outcomes (e.g., BBB penetration, CYP inhibition). Dataset: cyp1a2_veith. The compound is CCOC(=O)c1ccccc1N/C=C1\CCCCC1=O. The result is 1 (inhibitor).